Task: Regression. Given two drug SMILES strings and cell line genomic features, predict the synergy score measuring deviation from expected non-interaction effect.. Dataset: NCI-60 drug combinations with 297,098 pairs across 59 cell lines (1) Drug 1: CC1=C2C(C(=O)C3(C(CC4C(C3C(C(C2(C)C)(CC1OC(=O)C(C(C5=CC=CC=C5)NC(=O)OC(C)(C)C)O)O)OC(=O)C6=CC=CC=C6)(CO4)OC(=O)C)OC)C)OC. Drug 2: CCN(CC)CCNC(=O)C1=C(NC(=C1C)C=C2C3=C(C=CC(=C3)F)NC2=O)C. Cell line: UACC62. Synergy scores: CSS=38.6, Synergy_ZIP=2.46, Synergy_Bliss=1.99, Synergy_Loewe=-16.1, Synergy_HSA=2.25. (2) Drug 1: C1=CC(=CC=C1CCCC(=O)O)N(CCCl)CCCl. Drug 2: CS(=O)(=O)OCCCCOS(=O)(=O)C. Cell line: NCI-H226. Synergy scores: CSS=3.75, Synergy_ZIP=-3.42, Synergy_Bliss=1.58, Synergy_Loewe=-5.04, Synergy_HSA=-0.337. (3) Drug 1: C1CN1C2=NC(=NC(=N2)N3CC3)N4CC4. Drug 2: CC1C(C(CC(O1)OC2CC(CC3=C2C(=C4C(=C3O)C(=O)C5=C(C4=O)C(=CC=C5)OC)O)(C(=O)C)O)N)O.Cl. Cell line: HS 578T. Synergy scores: CSS=30.6, Synergy_ZIP=-0.974, Synergy_Bliss=2.21, Synergy_Loewe=-35.3, Synergy_HSA=3.15. (4) Drug 1: C1=CC(=CC=C1C#N)C(C2=CC=C(C=C2)C#N)N3C=NC=N3. Drug 2: CC1=C(C(=CC=C1)Cl)NC(=O)C2=CN=C(S2)NC3=CC(=NC(=N3)C)N4CCN(CC4)CCO. Cell line: K-562. Synergy scores: CSS=53.6, Synergy_ZIP=7.56, Synergy_Bliss=11.9, Synergy_Loewe=-37.0, Synergy_HSA=-0.218. (5) Drug 1: C1CN1P(=S)(N2CC2)N3CC3. Drug 2: C1=NC2=C(N=C(N=C2N1C3C(C(C(O3)CO)O)O)F)N. Cell line: TK-10. Synergy scores: CSS=11.5, Synergy_ZIP=-6.06, Synergy_Bliss=-1.18, Synergy_Loewe=-5.23, Synergy_HSA=-2.19. (6) Drug 1: C1=CC(=C2C(=C1NCCNCCO)C(=O)C3=C(C=CC(=C3C2=O)O)O)NCCNCCO. Drug 2: CCC1(CC2CC(C3=C(CCN(C2)C1)C4=CC=CC=C4N3)(C5=C(C=C6C(=C5)C78CCN9C7C(C=CC9)(C(C(C8N6C=O)(C(=O)OC)O)OC(=O)C)CC)OC)C(=O)OC)O.OS(=O)(=O)O. Cell line: ACHN. Synergy scores: CSS=41.3, Synergy_ZIP=3.79, Synergy_Bliss=3.54, Synergy_Loewe=-2.36, Synergy_HSA=2.99.